From a dataset of Full USPTO retrosynthesis dataset with 1.9M reactions from patents (1976-2016). Predict the reactants needed to synthesize the given product. Given the product [C:20]([O:19][C:17](=[O:18])[CH2:16][O:12][CH2:11][C:3]1[CH:4]=[C:5]([O:9][CH3:10])[CH:6]=[C:7]([CH3:8])[C:2]=1[Br:1])([CH3:23])([CH3:22])[CH3:21], predict the reactants needed to synthesize it. The reactants are: [Br:1][C:2]1[C:7]([CH3:8])=[CH:6][C:5]([O:9][CH3:10])=[CH:4][C:3]=1[CH2:11][OH:12].[H-].[Na+].Br[CH2:16][C:17]([O:19][C:20]([CH3:23])([CH3:22])[CH3:21])=[O:18].